From a dataset of Reaction yield outcomes from USPTO patents with 853,638 reactions. Predict the reaction yield, written as a fraction of the theoretical maximum amount of product (1.0 means a 100% yield; for example, 0.34 means a 34% yield). (1) The reactants are C(O[C:4](=[O:19])[CH:5]([C:12]1[CH:17]=[CH:16][C:15]([Cl:18])=[CH:14][CH:13]=1)[CH2:6][CH:7]1[CH2:11][CH2:10][CH2:9][CH2:8]1)C.[CH3:20][NH:21][C:22]([NH2:24])=[O:23].C[O-].[Mg+2].C[O-].CO. No catalyst specified. The product is [Cl:18][C:15]1[CH:14]=[CH:13][C:12]([CH:5]([CH2:6][CH:7]2[CH2:8][CH2:9][CH2:10][CH2:11]2)[C:4]([NH:24][C:22]([NH:21][CH3:20])=[O:23])=[O:19])=[CH:17][CH:16]=1. The yield is 0.0580. (2) The reactants are [CH3:1][O:2][C:3]1[CH:4]=[C:5]2[C:10](=[CH:11][C:12]=1[O:13][CH3:14])[N:9]=[CH:8][CH:7]=[C:6]2[O:15][C:16]1[CH:22]=[CH:21][C:19]([NH2:20])=[CH:18][CH:17]=1.[C:23]1([CH3:29])[CH:28]=[CH:27][CH:26]=[CH:25][CH:24]=1.C(N(CC)CC)C.ClC(Cl)([O:40][C:41](=[O:47])OC(Cl)(Cl)Cl)Cl.COC1C=[CH:61][C:54]([CH:55](O)C(C)(C)C)=[CH:53]C=1. The catalyst is C(Cl)Cl. The product is [CH3:1][O:2][C:3]1[CH:4]=[C:5]2[C:10](=[CH:11][C:12]=1[O:13][CH3:14])[N:9]=[CH:8][CH:7]=[C:6]2[O:15][C:16]1[CH:22]=[CH:21][C:19]([NH:20][C:41](=[O:47])[O:40][CH2:29][C:23]2[CH:28]=[CH:27][C:26]([C:54]([CH3:61])([CH3:55])[CH3:53])=[CH:25][CH:24]=2)=[CH:18][CH:17]=1. The yield is 0.690. (3) The reactants are Cl[C:2]1[CH:9]=[CH:8][C:5]([CH:6]=[O:7])=[CH:4][CH:3]=1.[C:10]1([S:16]([O-:18])=[O:17])[CH:15]=[CH:14][CH:13]=[CH:12][CH:11]=1.[Na+]. The catalyst is CS(C)=O. The product is [C:10]1([S:16]([C:2]2[CH:9]=[CH:8][C:5]([CH:6]=[O:7])=[CH:4][CH:3]=2)(=[O:18])=[O:17])[CH:15]=[CH:14][CH:13]=[CH:12][CH:11]=1. The yield is 0.760. (4) The reactants are [OH:1][C:2]1[CH:10]=[CH:9][C:5]([C:6]([OH:8])=[O:7])=[CH:4][C:3]=1[S:11]([N:14]1[CH2:19][CH2:18][O:17][CH2:16][CH2:15]1)(=[O:13])=[O:12].S(Cl)(Cl)=O.O.[CH3:25]O. No catalyst specified. The product is [OH:1][C:2]1[CH:10]=[CH:9][C:5]([C:6]([O:8][CH3:25])=[O:7])=[CH:4][C:3]=1[S:11]([N:14]1[CH2:19][CH2:18][O:17][CH2:16][CH2:15]1)(=[O:13])=[O:12]. The yield is 0.860.